This data is from Forward reaction prediction with 1.9M reactions from USPTO patents (1976-2016). The task is: Predict the product of the given reaction. (1) Given the reactants Cl.[NH2:2]O.C([O-])=O.[Na+].[CH2:8]([O:10][C:11]([C:13]1[S:17][C:16]([C:18]2[CH:23]=[CH:22][C:21]([OH:24])=[C:20]([CH:25]=O)[CH:19]=2)=[N:15][C:14]=1[CH3:27])=[O:12])[CH3:9].O, predict the reaction product. The product is: [CH2:8]([O:10][C:11]([C:13]1[S:17][C:16]([C:18]2[CH:23]=[CH:22][C:21]([OH:24])=[C:20]([C:25]#[N:2])[CH:19]=2)=[N:15][C:14]=1[CH3:27])=[O:12])[CH3:9]. (2) Given the reactants [CH2:1]([NH2:3])[CH3:2].Cl[C:5]1[C:10]([N+:11]([O-:13])=[O:12])=[CH:9][CH:8]=[C:7]([Cl:14])[N:6]=1.O.CCOC(C)=O, predict the reaction product. The product is: [Cl:14][C:7]1[N:6]=[C:5]([NH:3][CH2:1][CH3:2])[C:10]([N+:11]([O-:13])=[O:12])=[CH:9][CH:8]=1. (3) Given the reactants Cl[C:2]1[CH:7]=[CH:6][N:5]=[C:4]([NH:8][CH2:9][C:10]2[O:14][N:13]=[C:12]([CH3:15])[CH:11]=2)[N:3]=1.[CH3:16][O:17][C:18]1[CH:23]=[C:22]([CH2:24][CH2:25][C:26]2[NH:30][N:29]=[C:28]([NH2:31])[CH:27]=2)[CH:21]=[C:20]([O:32][CH3:33])[N:19]=1, predict the reaction product. The product is: [CH3:33][O:32][C:20]1[CH:21]=[C:22]([CH2:24][CH2:25][C:26]2[NH:30][N:29]=[C:28]([NH:31][C:2]3[CH:7]=[CH:6][N:5]=[C:4]([NH:8][CH2:9][C:10]4[O:14][N:13]=[C:12]([CH3:15])[CH:11]=4)[N:3]=3)[CH:27]=2)[CH:23]=[C:18]([O:17][CH3:16])[N:19]=1.